This data is from Forward reaction prediction with 1.9M reactions from USPTO patents (1976-2016). The task is: Predict the product of the given reaction. (1) Given the reactants [C:1](Cl)(=[O:10])[C:2]1[CH:7]=[CH:6][CH:5]=[C:4]([O:8][CH3:9])[CH:3]=1.[NH2:12][C@@H:13]([CH2:17][CH2:18][CH:19]1[CH2:24][CH2:23][CH2:22][CH2:21][CH2:20]1)[C:14]([OH:16])=O.[CH2:25]([CH2:27][NH2:28])O.[C:29]([C:31]1[CH:32]=[C:33]2[C:37](=[CH:38][CH:39]=1)[NH:36][CH2:35][CH2:34]2)#[N:30], predict the reaction product. The product is: [CH:19]1([CH2:18][CH2:17][C@H:13]([NH:12][C:1](=[O:10])[C:2]2[CH:7]=[CH:6][CH:5]=[C:4]([O:8][CH3:9])[CH:3]=2)[C:14](=[O:16])[NH:28][CH2:27][CH2:25][N:36]2[C:37]3[C:33](=[CH:32][C:31]([C:29]#[N:30])=[CH:39][CH:38]=3)[CH2:34][CH2:35]2)[CH2:24][CH2:23][CH2:22][CH2:21][CH2:20]1. (2) Given the reactants [Cl:1][C:2]1[CH:7]=[CH:6][C:5]([C:8]2[C:17]3[C:12](=[CH:13][CH:14]=[C:15]([C:18](O)=[O:19])[CH:16]=3)[CH:11]=[N:10][CH:9]=2)=[CH:4][CH:3]=1.F[B-](F)(F)F.N1(OC(N(C)C)=[N+](C)C)C2C=CC=CC=2N=N1.C(N(CC)C(C)C)(C)C.[CH3:52][S:53]([C:56]1[CH:57]=[C:58]([CH2:62][NH2:63])[CH:59]=[CH:60][CH:61]=1)(=[O:55])=[O:54], predict the reaction product. The product is: [Cl:1][C:2]1[CH:3]=[CH:4][C:5]([C:8]2[C:17]3[C:12](=[CH:13][CH:14]=[C:15]([C:18]([NH:63][CH2:62][C:58]4[CH:59]=[CH:60][CH:61]=[C:56]([S:53]([CH3:52])(=[O:55])=[O:54])[CH:57]=4)=[O:19])[CH:16]=3)[CH:11]=[N:10][CH:9]=2)=[CH:6][CH:7]=1. (3) Given the reactants [C:1]([C:4]1[CH:26]=[CH:25][C:7]([O:8][C:9]2[CH:18]=[C:17]3[C:12]([CH:13]([C:19]([O:21][CH2:22][CH3:23])=[O:20])[CH2:14][CH2:15][O:16]3)=[CH:11][C:10]=2[Cl:24])=[CH:6][CH:5]=1)(=[O:3])[NH2:2].Cl[C:28]1[CH:33]=[N:32][CH:31]=[C:30]([C:34]2[CH:39]=[CH:38][CH:37]=[CH:36][CH:35]=2)[N:29]=1.C(=O)([O-])[O-].[Cs+].[Cs+].CC(C1C=C(C(C)C)C(C2C=CC=CC=2P(C2CCCCC2)C2CCCCC2)=C(C(C)C)C=1)C, predict the reaction product. The product is: [Cl:24][C:10]1[CH:11]=[C:12]2[C:17](=[CH:18][C:9]=1[O:8][C:7]1[CH:6]=[CH:5][C:4]([C:1](=[O:3])[NH:2][C:28]3[CH:33]=[N:32][CH:31]=[C:30]([C:34]4[CH:39]=[CH:38][CH:37]=[CH:36][CH:35]=4)[N:29]=3)=[CH:26][CH:25]=1)[O:16][CH2:15][CH2:14][CH:13]2[C:19]([O:21][CH2:22][CH3:23])=[O:20]. (4) Given the reactants [H-].[Na+].[Br:3][C:4]1[CH:12]=[CH:11][CH:10]=[C:9]2[C:5]=1[CH:6]=[CH:7][NH:8]2.[CH:13]([Si:16](Cl)([CH:20]([CH3:22])[CH3:21])[CH:17]([CH3:19])[CH3:18])([CH3:15])[CH3:14], predict the reaction product. The product is: [Br:3][C:4]1[CH:12]=[CH:11][CH:10]=[C:9]2[C:5]=1[CH:6]=[CH:7][N:8]2[Si:16]([CH:20]([CH3:22])[CH3:21])([CH:17]([CH3:19])[CH3:18])[CH:13]([CH3:15])[CH3:14]. (5) Given the reactants Cl[C:2]1[C:3]2[C:4](=[CH:13][N:14](CC3C=CC(OC)=CC=3)[N:15]=2)[N:5]=[C:6]([C:8]2[O:9][CH:10]=[CH:11][N:12]=2)[N:7]=1.[NH2:25][C:26]1[CH:31]=[CH:30][C:29]([N:32]2[CH2:37][CH2:36][N:35]([C:38](=[O:40])[CH3:39])[CH2:34][CH2:33]2)=[CH:28][CH:27]=1.Cl, predict the reaction product. The product is: [O:9]1[CH:10]=[CH:11][N:12]=[C:8]1[C:6]1[N:7]=[C:2]([NH:25][C:26]2[CH:27]=[CH:28][C:29]([N:32]3[CH2:33][CH2:34][N:35]([C:38](=[O:40])[CH3:39])[CH2:36][CH2:37]3)=[CH:30][CH:31]=2)[C:3]2[NH:15][N:14]=[CH:13][C:4]=2[N:5]=1.